Dataset: Peptide-MHC class II binding affinity with 134,281 pairs from IEDB. Task: Regression. Given a peptide amino acid sequence and an MHC pseudo amino acid sequence, predict their binding affinity value. This is MHC class II binding data. (1) The peptide sequence is AKAFAYYIEPQHRDVLQLYA. The MHC is DRB1_1101 with pseudo-sequence DRB1_1101. The binding affinity (normalized) is 0.872. (2) The peptide sequence is ASMFIFDRSFTITIA. The binding affinity (normalized) is 0.195. The MHC is HLA-DQA10501-DQB10201 with pseudo-sequence HLA-DQA10501-DQB10201. (3) The binding affinity (normalized) is 0. The peptide sequence is KIPTHRHIVGKPCPK. The MHC is DRB4_0101 with pseudo-sequence DRB4_0103. (4) The peptide sequence is AVFEAALTKAITAMS. The MHC is HLA-DQA10401-DQB10402 with pseudo-sequence HLA-DQA10401-DQB10402. The binding affinity (normalized) is 0.201. (5) The peptide sequence is SQDLELSWILNGLQAY. The MHC is DRB1_1302 with pseudo-sequence DRB1_1302. The binding affinity (normalized) is 0.646. (6) The peptide sequence is ICGIVYWMRRHTQKAPKRIRLPHIRED. The MHC is DRB5_0101 with pseudo-sequence DRB5_0101. The binding affinity (normalized) is 0.683. (7) The peptide sequence is PANDKFTVFEAAFNNAIKAS. The MHC is DRB1_0101 with pseudo-sequence DRB1_0101. The binding affinity (normalized) is 0.910.